Predict which catalyst facilitates the given reaction. From a dataset of Catalyst prediction with 721,799 reactions and 888 catalyst types from USPTO. (1) Product: [Cl:1][C:2]1[C:11]2[N:12]=[C:13]([CH2:26][OH:27])[N:14]([CH2:15][CH:16]([CH3:18])[CH3:17])[C:10]=2[C:9]2[CH:8]=[CH:7][CH:6]=[CH:5][C:4]=2[N:3]=1. Reactant: [Cl:1][C:2]1[C:11]2[N:12]=[CH:13][N:14]([CH2:15][CH:16]([CH3:18])[CH3:17])[C:10]=2[C:9]2[CH:8]=[CH:7][CH:6]=[CH:5][C:4]=2[N:3]=1.CC1C([C:26](O)=[O:27])=CC=CC=1.C[O-].[Na+].C(OCC)(=O)C.C(O)(=O)C. The catalyst class is: 5. (2) Reactant: [NH2:1][C:2]1[N:6]([C:7]2([C:20](OCC)=[O:21])[CH2:12][CH2:11][N:10]([CH2:13][C:14]3[CH:19]=[CH:18][CH:17]=[CH:16][CH:15]=3)[CH2:9][CH2:8]2)[N:5]=[C:4]([C:25]2[CH:30]=[CH:29][C:28]([O:31][C:32]3[CH:37]=[CH:36][CH:35]=[CH:34][CH:33]=3)=[CH:27][CH:26]=2)[C:3]=1[C:38]#[N:39].[BH4-].[Na+]. Product: [NH2:1][C:2]1[N:6]([C:7]2([CH2:20][OH:21])[CH2:12][CH2:11][N:10]([CH2:13][C:14]3[CH:15]=[CH:16][CH:17]=[CH:18][CH:19]=3)[CH2:9][CH2:8]2)[N:5]=[C:4]([C:25]2[CH:26]=[CH:27][C:28]([O:31][C:32]3[CH:37]=[CH:36][CH:35]=[CH:34][CH:33]=3)=[CH:29][CH:30]=2)[C:3]=1[C:38]#[N:39]. The catalyst class is: 5. (3) Reactant: [CH3:1][N:2]1[C:10]2[C:5](=[C:6]([CH3:11])[CH:7]=[CH:8][CH:9]=2)[C:4]([CH2:12][N:13]2[C:17]3[CH:18]=[CH:19][CH:20]=[CH:21][C:16]=3[N:15]([CH:22]([CH2:27][O:28][CH3:29])[CH2:23][C:24]([OH:26])=O)[C:14]2=[O:30])=[CH:3]1.C1N=CN(C(N2C=NC=C2)=O)C=1.[CH3:43][N:44]1[CH:48]=[C:47]([S:49]([NH2:52])(=[O:51])=[O:50])[N:46]=[CH:45]1.C1CCN2C(=NCCC2)CC1.Cl. Product: [CH3:1][N:2]1[C:10]2[C:5](=[C:6]([CH3:11])[CH:7]=[CH:8][CH:9]=2)[C:4]([CH2:12][N:13]2[C:17]3[CH:18]=[CH:19][CH:20]=[CH:21][C:16]=3[N:15]([CH:22]([CH2:27][O:28][CH3:29])[CH2:23][C:24]([NH:52][S:49]([C:47]3[N:46]=[CH:45][N:44]([CH3:43])[CH:48]=3)(=[O:51])=[O:50])=[O:26])[C:14]2=[O:30])=[CH:3]1. The catalyst class is: 90. (4) Reactant: C([O:3][CH:4]([O:15][CH2:16][CH3:17])[CH2:5][CH2:6][NH:7][C:8](=O)OC(C)(C)C)C.[H-].[Na+].[CH3:20][O:21][C:22]1[CH:23]=[C:24]([CH:27]=[CH:28][CH:29]=1)CBr. Product: [O:15]1[CH2:16][CH2:17][O:3][CH:4]1[CH2:5][CH2:6][NH:7][CH2:8][C:28]1[CH:27]=[CH:24][CH:23]=[C:22]([O:21][CH3:20])[CH:29]=1. The catalyst class is: 39.